From a dataset of Catalyst prediction with 721,799 reactions and 888 catalyst types from USPTO. Predict which catalyst facilitates the given reaction. Reactant: [CH:1]1([S:4]([NH2:7])(=[O:6])=[O:5])[CH2:3][CH2:2]1.[H-].[Na+].[F:10][C:11]1[CH:12]=[CH:13][C:14]([CH3:32])=[C:15]([CH:17]2[C:26]([CH3:28])([CH3:27])[CH2:25][C:24]3[C:19](=[CH:20][CH:21]=[C:22]([C:29](O)=[O:30])[CH:23]=3)[NH:18]2)[CH:16]=1.C(N1C=CN=C1)(N1C=CN=C1)=O. Product: [F:10][C:11]1[CH:12]=[CH:13][C:14]([CH3:32])=[C:15]([CH:17]2[C:26]([CH3:27])([CH3:28])[CH2:25][C:24]3[C:19](=[CH:20][CH:21]=[C:22]([C:29]([NH:7][S:4]([CH:1]4[CH2:3][CH2:2]4)(=[O:6])=[O:5])=[O:30])[CH:23]=3)[NH:18]2)[CH:16]=1. The catalyst class is: 9.